From a dataset of Experimentally validated miRNA-target interactions with 360,000+ pairs, plus equal number of negative samples. Binary Classification. Given a miRNA mature sequence and a target amino acid sequence, predict their likelihood of interaction. (1) Result: 0 (no interaction). The miRNA is hsa-miR-6503-3p with sequence GGGACUAGGAUGCAGACCUCC. The protein sequence of the target gene is MSIEIESSDVIRLIMQYLKENSLHRALATLQEETTVSLNTVDSIESFVADINSGHWDTVLQAIQSLKLPDKTLIDLYEQVVLELIELRELGAARSLLRQTDPMIMLKQTQPERYIHLENLLARSYFDPREAYPDGSSKEKRRAAIAQALAGEVSVVPPSRLMALLGQALKWQQHQGLLPPGMTIDLFRGKAAVKDVEEEKFPTQLSRHIKFGQKSHVECARFSPDGQYLVTGSVDGFIEVWNFTTGKIRKDLKYQAQDNFMMMDDAVLCMCFSRDTEMLATGAQDGKIKVWKIQSGQCLR.... (2) The miRNA is mmu-miR-3064-5p with sequence UCUGGCUGUUGUGGUGUGCAAA. The protein sequence of the target gene is MFSAGAESLLHQAREIQDEELRRFCSRVTKLLQEAPGPATVDALQRLFLIVSATKYPRRLEKMCVDLLQTTLCLPASPEQLQVLCAAILREMSPFNDLALSCDHTPNTRQLSLVASVLLAQGDRKGEIRCVSQRIFKILENRQPEGPSVRPLLPILSKVIGLAPGILMEDQTNLLSKRLVDWLRYASIQQGLPYSGGFFSTPRTRQPGPITEVDGAVASDFFTVLSTGQHFTEDQWVNMQAFSMLRKWLLHSGPEDPCSPDADDKSELEGSTLSVLSAASTASRLLPPRERLREVAFEYC.... Result: 1 (interaction). (3) The miRNA is hsa-miR-3135a with sequence UGCCUAGGCUGAGACUGCAGUG. The protein sequence of the target gene is MASTSRLDALPRVTCPNHPDAILVEDYRAGDMICPECGLVVGDRVIDVGSEWRTFSNDKATKDPSRVGDSQNPLLSDGDLSTMIGKGTGAASFDEFGNSKYQNRRTMSSSDRAMMNAFKEITTMADRINLPRNIVDRTNNLFKQVYEQKSLKGRANDAIASACLYIACRQEGVPRTFKEICAVSRISKKEIGRCFKLILKALETSVDLITTGDFMSRFCSNLCLPKQVQMAATHIARKAVELDLVPGRSPISVAAAAIYMASQASAEKRTQKEIGDIAGVADVTIRQSYRLIYPRAPDLF.... Result: 1 (interaction).